From a dataset of Full USPTO retrosynthesis dataset with 1.9M reactions from patents (1976-2016). Predict the reactants needed to synthesize the given product. (1) Given the product [Cl:1][C:2]1[N:6]2[CH:7]=[C:8]([CH:11]=[O:12])[CH:9]=[CH:10][C:5]2=[N:4][CH:3]=1, predict the reactants needed to synthesize it. The reactants are: [Cl:1][C:2]1[N:6]2[CH:7]=[C:8]([CH2:11][OH:12])[CH:9]=[CH:10][C:5]2=[N:4][CH:3]=1. (2) Given the product [CH2:12]([O:11][C:9](=[O:10])[C:7]1[CH:8]=[C:3]([C:1]#[N:2])[C:4]([N:15]2[CH2:20][CH2:19][C:18]([C:21]([NH:56][S:53]([CH2:52][C:46]3[CH:47]=[CH:48][CH:49]=[CH:50][CH:51]=3)(=[O:54])=[O:55])=[O:22])([CH3:24])[CH2:17][CH2:16]2)=[N:5][C:6]=1[CH3:14])[CH3:13], predict the reactants needed to synthesize it. The reactants are: [C:1]([C:3]1[C:4]([N:15]2[CH2:20][CH2:19][C:18]([CH3:24])([C:21](O)=[O:22])[CH2:17][CH2:16]2)=[N:5][C:6]([CH3:14])=[C:7]([C:9]([O:11][CH2:12][CH3:13])=[O:10])[CH:8]=1)#[N:2].CCN=C=NCCCN(C)C.C1C=CC2N(O)N=NC=2C=1.[C:46]1([CH2:52][S:53]([NH2:56])(=[O:55])=[O:54])[CH:51]=[CH:50][CH:49]=[CH:48][CH:47]=1.CCN(C(C)C)C(C)C. (3) Given the product [CH2:1]([C:5]1([O:22][CH3:23])[CH2:10][CH2:9][N:8]([C:11]2[CH:21]=[CH:20][C:14]([C:15]([NH:25][NH2:26])=[O:16])=[CH:13][CH:12]=2)[CH2:7][CH2:6]1)[CH2:2][CH2:3][CH3:4], predict the reactants needed to synthesize it. The reactants are: [CH2:1]([C:5]1([O:22][CH3:23])[CH2:10][CH2:9][N:8]([C:11]2[CH:21]=[CH:20][C:14]([C:15](OCC)=[O:16])=[CH:13][CH:12]=2)[CH2:7][CH2:6]1)[CH2:2][CH2:3][CH3:4].O.[NH2:25][NH2:26]. (4) Given the product [OH:5][C:3]([C:2]([F:7])([F:6])[F:1])=[O:4].[N:10]1[CH:11]=[CH:12][CH:13]=[N:8][C:9]=1[N:14]1[CH2:15][C:16]2([CH2:18][CH2:2][CH2:20]2)[CH2:17]1, predict the reactants needed to synthesize it. The reactants are: [F:1][C:2]([F:7])([F:6])[C:3]([OH:5])=[O:4].[N:8]1[CH:13]=[CH:12][CH:11]=[N:10][C:9]=1[N:14]1[CH2:17][C:16]2([CH2:20]N(C(OC(C)(C)C)=O)[CH2:18]2)[CH2:15]1. (5) Given the product [NH2:2][C:3]1[C:4]2[C:14]([O:15][CH2:16][C:17]3([NH:22][C:35](=[O:36])[C:34]4[CH:38]=[CH:39][N:40]=[C:32]([NH:31][CH3:30])[CH:33]=4)[CH2:21][CH2:20][CH2:19][CH2:18]3)=[CH:13][CH:12]=[CH:11][C:5]=2[NH:6][S:7](=[O:10])(=[O:9])[N:8]=1, predict the reactants needed to synthesize it. The reactants are: Cl.[NH2:2][C:3]1[C:4]2[C:14]([O:15][CH2:16][C:17]3([NH2:22])[CH2:21][CH2:20][CH2:19][CH2:18]3)=[CH:13][CH:12]=[CH:11][C:5]=2[NH:6][S:7](=[O:10])(=[O:9])[N:8]=1.C(N(CC)CC)C.[CH3:30][NH:31][C:32]1[CH:33]=[C:34]([CH:38]=[CH:39][N:40]=1)[C:35](O)=[O:36].CCN=C=NCCCN(C)C.C1C=CC2N(O)N=NC=2C=1. (6) Given the product [CH3:30][O:29][C:10]1[C:11]([CH2:15][NH:16][CH2:17][C:18]2[CH:23]=[CH:22][C:21]([O:24][C:25]([F:26])([F:27])[F:28])=[CH:20][CH:19]=2)=[C:12]2[C:7](=[CH:8][CH:9]=1)[CH:6]=[C:5]([C:3]([OH:4])=[O:2])[CH:14]=[CH:13]2, predict the reactants needed to synthesize it. The reactants are: C[O:2][C:3]([C:5]1[CH:14]=[CH:13][C:12]2[C:7](=[CH:8][CH:9]=[C:10]([O:29][CH3:30])[C:11]=2[CH2:15][NH:16][CH2:17][C:18]2[CH:23]=[CH:22][C:21]([O:24][C:25]([F:28])([F:27])[F:26])=[CH:20][CH:19]=2)[CH:6]=1)=[O:4].[OH-].[K+].CO.Cl. (7) Given the product [I:14][C:15]1[CH:23]=[CH:22][C:18]([C:19]([N:1]2[CH2:6][CH2:5][O:4][CH2:3][CH2:2]2)=[O:20])=[CH:17][CH:16]=1, predict the reactants needed to synthesize it. The reactants are: [NH:1]1[CH2:6][CH2:5][O:4][CH2:3][CH2:2]1.C(N(CC)CC)C.[I:14][C:15]1[CH:23]=[CH:22][C:18]([C:19](Cl)=[O:20])=[CH:17][CH:16]=1.